Dataset: Catalyst prediction with 721,799 reactions and 888 catalyst types from USPTO. Task: Predict which catalyst facilitates the given reaction. (1) Reactant: [C:1]([C:4]1[CH:9]=[CH:8][C:7]([S:10][C:11]2[CH:19]=[CH:18][C:17]([Cl:20])=[CH:16][C:12]=2[C:13]([OH:15])=[O:14])=[C:6]([N+:21]([O-])=O)[CH:5]=1)([OH:3])=[O:2].C(=O)([O-])[O-].[K+].[K+].S(S([O-])=O)([O-])=O.[Na+].[Na+]. Product: [NH2:21][C:6]1[CH:5]=[C:4]([C:1]([OH:3])=[O:2])[CH:9]=[CH:8][C:7]=1[S:10][C:11]1[CH:19]=[CH:18][C:17]([Cl:20])=[CH:16][C:12]=1[C:13]([OH:15])=[O:14]. The catalyst class is: 40. (2) Reactant: [C:1](#[N:13])[CH2:2][C:3]1[CH:12]=[CH:11][C:8]([O:9][CH3:10])=[C:5]([O:6][CH3:7])[CH:4]=1.C[O-].[Na+].[CH:17](OCC)=[O:18]. Product: [CH3:7][O:6][C:5]1[CH:4]=[C:3]([CH:2]([CH:17]=[O:18])[C:1]#[N:13])[CH:12]=[CH:11][C:8]=1[O:9][CH3:10]. The catalyst class is: 28. (3) Reactant: [F:1][C:2]([F:40])([F:39])[C:3]1[CH:4]=[C:5]([CH:32]=[C:33]([C:35]([F:38])([F:37])[F:36])[CH:34]=1)[C:6]([N:8]1[CH2:13][CH2:12][N:11]([CH2:14][C:15]2[CH:16]=[N:17][N:18](CCO)[CH:19]=2)[CH2:10][C@H:9]1[CH2:23][C:24]1[CH:29]=[CH:28][C:27]([CH3:30])=[C:26]([CH3:31])[CH:25]=1)=[O:7].[CH2:41]([N:43]([CH2:46][CH3:47])[CH2:44][CH3:45])[CH3:42].CS([Cl:52])(=O)=[O:50]. Product: [ClH:52].[ClH:52].[F:37][C:35]([F:38])([F:36])[C:33]1[CH:32]=[C:5]([CH:4]=[C:3]([C:2]([F:39])([F:1])[F:40])[CH:34]=1)[C:6]([N:8]1[CH2:13][CH2:12][N:11]([CH2:14][C:15]2[CH:16]=[N:17][N:18]([CH2:42][CH2:41][N:43]3[CH2:46][CH2:47][O:50][CH2:45][CH2:44]3)[CH:19]=2)[CH2:10][C@H:9]1[CH2:23][C:24]1[CH:29]=[CH:28][C:27]([CH3:30])=[C:26]([CH3:31])[CH:25]=1)=[O:7]. The catalyst class is: 13.